From a dataset of NCI-60 drug combinations with 297,098 pairs across 59 cell lines. Regression. Given two drug SMILES strings and cell line genomic features, predict the synergy score measuring deviation from expected non-interaction effect. (1) Drug 1: CC1OCC2C(O1)C(C(C(O2)OC3C4COC(=O)C4C(C5=CC6=C(C=C35)OCO6)C7=CC(=C(C(=C7)OC)O)OC)O)O. Drug 2: N.N.Cl[Pt+2]Cl. Cell line: MOLT-4. Synergy scores: CSS=47.8, Synergy_ZIP=-2.15, Synergy_Bliss=-4.28, Synergy_Loewe=-25.8, Synergy_HSA=-3.37. (2) Drug 1: CC(C)(C#N)C1=CC(=CC(=C1)CN2C=NC=N2)C(C)(C)C#N. Drug 2: CN(CCCl)CCCl.Cl. Cell line: HOP-92. Synergy scores: CSS=16.7, Synergy_ZIP=-4.29, Synergy_Bliss=3.59, Synergy_Loewe=-2.46, Synergy_HSA=-0.909.